The task is: Predict the reactants needed to synthesize the given product.. This data is from Full USPTO retrosynthesis dataset with 1.9M reactions from patents (1976-2016). (1) Given the product [Na+:52].[F:21][C:18]1[CH:17]=[CH:16][C:15]([C:14]2[C:13]([C:22]3[CH:23]=[CH:24][CH:25]=[CH:26][CH:27]=3)=[C:12]([C:28](=[O:40])[NH:29][C:30]3[CH:35]=[CH:34][C:33]([S:36](=[O:38])(=[O:39])[NH2:37])=[CH:32][CH:31]=3)[N:11]([CH:41]([CH3:42])[CH3:43])[C:10]=2[CH:9]=[CH:8][C@@H:7]([OH:44])[CH2:6][C@@H:5]([OH:45])[CH2:4][C:3]([O-:46])=[O:2])=[CH:20][CH:19]=1, predict the reactants needed to synthesize it. The reactants are: C[O:2][C:3](=[O:46])[CH2:4][C@H:5]([OH:45])[CH2:6][C@@H:7]([OH:44])[CH:8]=[CH:9][C:10]1[N:11]([CH:41]([CH3:43])[CH3:42])[C:12]([C:28](=[O:40])[NH:29][C:30]2[CH:35]=[CH:34][C:33]([S:36](=[O:39])(=[O:38])[NH2:37])=[CH:32][CH:31]=2)=[C:13]([C:22]2[CH:27]=[CH:26][CH:25]=[CH:24][CH:23]=2)[C:14]=1[C:15]1[CH:20]=[CH:19][C:18]([F:21])=[CH:17][CH:16]=1.C(O)C.O.[OH-].[Na+:52]. (2) The reactants are: [F:1][C:2]1[CH:3]=[C:4]([S:9]([NH:12][C:13]2[S:14][C:15]([F:18])=[CH:16][N:17]=2)(=[O:11])=[O:10])[CH:5]=[CH:6][C:7]=1[F:8].[CH3:19][O:20][C:21]1[CH:28]=[C:27]([O:29][CH3:30])[CH:26]=[CH:25][C:22]=1[CH2:23]O.C1(P(C2C=CC=CC=2)C2C=CC=CC=2)C=CC=CC=1.CC(OC(/N=N/C(OC(C)C)=O)=O)C. Given the product [CH3:19][O:20][C:21]1[CH:28]=[C:27]([O:29][CH3:30])[CH:26]=[CH:25][C:22]=1[CH2:23][N:12]([C:13]1[S:14][C:15]([F:18])=[CH:16][N:17]=1)[S:9]([C:4]1[CH:5]=[CH:6][C:7]([F:8])=[C:2]([F:1])[CH:3]=1)(=[O:11])=[O:10], predict the reactants needed to synthesize it.